Dataset: Experimentally validated miRNA-target interactions with 360,000+ pairs, plus equal number of negative samples. Task: Binary Classification. Given a miRNA mature sequence and a target amino acid sequence, predict their likelihood of interaction. (1) The miRNA is hsa-miR-23b-3p with sequence AUCACAUUGCCAGGGAUUACCAC. The protein sequence of the target gene is MAPTLFQKLFSKRTGLGAPGRDARDPDCGFSWPLPEFDPSQIRLIVYQDCERRGRNVLFDSSVKRRNEDISVSKLGSDAQVKVFGKCCQLKPGGDSSSSLDSSVTSSSDIKDQCLKYQGSRCSSDANMLGEMMFGSVAMSYKGSTLKIHQIRSPPQLMLSKVFTARTGSSICGSLNTLQDSLEFINQDNNTLKADNNTVINGLLGNIGLSQFCSPRRAFSEQGPLRLIRSASFFAVHSNPMDMPGRELNEDRDSGIARSASLSSLLITPFPSPNSSLTRSCASSYQRRWRRSQTTSLENG.... Result: 1 (interaction). (2) The miRNA is mmu-miR-500-3p with sequence AAUGCACCUGGGCAAGGGUUCA. The protein sequence of the target gene is MATPLAVNSAASLWGPYKDIWHKVGNALWRRQPEAVHLLDKILKKHKPDFISLFKNPPKNVQQHEKVQKASTEGVAIQGQQGTRLLPEQLIKEAFILSDLFDIGELAAVELLLAGEHQQPHFPGLTRGLVAVLLYWDGKRCIANSLKALIQSRRGKTWTLELSPELASMTTRFTDELMEQGLTYKVLTLVSQIDVNNEFEKLQRERGLGSEKHRKEVSDLIKECRQSLAESLFAWACQSPLGKEDTLLLIGHLERVTVEANGSLDAVNLALLMALLYCFDISFIEQSTEERDDMIHQLPL.... Result: 0 (no interaction).